This data is from Full USPTO retrosynthesis dataset with 1.9M reactions from patents (1976-2016). The task is: Predict the reactants needed to synthesize the given product. (1) Given the product [N+:1]([O-:4])([O-:3])=[O:2].[S:6]([O-:10])([O-:9])(=[O:8])=[O:7].[NH4+:5].[NH4+:1].[NH4+:1], predict the reactants needed to synthesize it. The reactants are: [N+:1]([O-:4])([O-:3])=[O:2].[NH4+:5].[S:6]([O-:10])([O-:9])(=[O:8])=[O:7].[NH4+].[NH4+]. (2) The reactants are: [F:1][C:2]([F:30])([F:29])[C:3]1[CH:4]=[C:5]([CH:22]=[C:23]([C:25]([F:28])([F:27])[F:26])[CH:24]=1)[CH2:6][O:7][CH2:8][C:9]([C:16]1[CH:21]=[CH:20][CH:19]=[CH:18][CH:17]=1)=[CH:10][C:11]([O:13][CH2:14][CH3:15])=[O:12].[H][H]. Given the product [F:1][C:2]([F:29])([F:30])[C:3]1[CH:4]=[C:5]([CH:22]=[C:23]([C:25]([F:27])([F:26])[F:28])[CH:24]=1)[CH2:6][O:7][CH2:8][CH:9]([C:16]1[CH:21]=[CH:20][CH:19]=[CH:18][CH:17]=1)[CH2:10][C:11]([O:13][CH2:14][CH3:15])=[O:12], predict the reactants needed to synthesize it. (3) Given the product [NH2:1][C:2]1[C:7]([C:8]#[N:9])=[C:6]([C:10]2[CH:15]=[CH:14][CH:13]=[C:12]([F:16])[CH:11]=2)[C:5]([C:17]#[N:18])=[C:4]([SH:19])[N:3]=1, predict the reactants needed to synthesize it. The reactants are: [NH2:1][C:2]1[C:7]([C:8]#[N:9])=[C:6]([C:10]2[CH:15]=[CH:14][CH:13]=[C:12]([F:16])[CH:11]=2)[C:5]([C:17]#[N:18])=[C:4]([S:19]C2C=CC=CC=2)[N:3]=1.[S-2].[Na+].[Na+].Cl. (4) Given the product [C:1]([CH2:3][CH:4]([O:20][S:29]([CH3:28])(=[O:31])=[O:30])[CH2:5][N:6]1[CH2:12][CH2:11][CH2:10][N:9]([C:13]([O:15][C:16]([CH3:17])([CH3:19])[CH3:18])=[O:14])[CH2:8][CH2:7]1)#[N:2], predict the reactants needed to synthesize it. The reactants are: [C:1]([CH2:3][CH:4]([OH:20])[CH2:5][N:6]1[CH2:12][CH2:11][CH2:10][N:9]([C:13]([O:15][C:16]([CH3:19])([CH3:18])[CH3:17])=[O:14])[CH2:8][CH2:7]1)#[N:2].C(N(CC)CC)C.[CH3:28][S:29](Cl)(=[O:31])=[O:30]. (5) Given the product [F:23][C:24]1[CH:29]=[CH:28][C:27]([O:1][CH2:2][CH2:3][CH2:4][N:5]([CH2:18][C:19]([F:20])([F:21])[F:22])[C:6]2[CH:13]=[CH:12][C:9]([C:10]#[N:11])=[C:8]([C:14]([F:16])([F:15])[F:17])[CH:7]=2)=[CH:26][CH:25]=1, predict the reactants needed to synthesize it. The reactants are: [OH:1][CH2:2][CH2:3][CH2:4][N:5]([CH2:18][C:19]([F:22])([F:21])[F:20])[C:6]1[CH:13]=[CH:12][C:9]([C:10]#[N:11])=[C:8]([C:14]([F:17])([F:16])[F:15])[CH:7]=1.[F:23][C:24]1[CH:29]=[CH:28][C:27](O)=[CH:26][CH:25]=1. (6) Given the product [OH:20][CH:9]([C:6]1[CH:7]=[CH:8][C:3]([CH2:1][OH:2])=[CH:4][CH:5]=1)[CH2:10][N:11]([CH3:19])[C:12](=[O:18])[O:13][C:14]([CH3:17])([CH3:15])[CH3:16], predict the reactants needed to synthesize it. The reactants are: [CH:1]([C:3]1[CH:8]=[CH:7][C:6]([CH:9]([OH:20])[CH2:10][N:11]([CH3:19])[C:12](=[O:18])[O:13][C:14]([CH3:17])([CH3:16])[CH3:15])=[CH:5][CH:4]=1)=[O:2].C(O)C.[BH4-].[Na+]. (7) Given the product [ClH:20].[C:1]([C:5]1[N:10]=[C:9]([N:11]2[CH2:16][CH2:15][N:14]([CH2:17][CH2:18][CH2:19][S:31][C:27]3[N:26]([CH3:25])[CH:30]=[N:29][N:28]=3)[CH2:13][CH2:12]2)[CH:8]=[C:7]([C:21]([CH3:24])([CH3:23])[CH3:22])[N:6]=1)([CH3:4])([CH3:3])[CH3:2], predict the reactants needed to synthesize it. The reactants are: [C:1]([C:5]1[N:10]=[C:9]([N:11]2[CH2:16][CH2:15][N:14]([CH2:17][CH2:18][CH2:19][Cl:20])[CH2:13][CH2:12]2)[CH:8]=[C:7]([C:21]([CH3:24])([CH3:23])[CH3:22])[N:6]=1)([CH3:4])([CH3:3])[CH3:2].[CH3:25][N:26]1[CH:30]=[N:29][N:28]=[C:27]1[SH:31].[I-].[K+].O. (8) Given the product [C:61]([O:60][C:58](=[O:59])[CH:45]([NH:44][C:16]([C:15]1[CH:14]=[N:13][N:12]2[C:7]([CH:1]3[CH2:2][CH2:3][CH2:4][CH2:5][CH2:6]3)=[C:8]([C:19]3[CH:20]=[CH:21][C:22]([F:25])=[CH:23][CH:24]=3)[CH:9]=[N:10][C:11]=12)=[O:17])[CH2:46][C:47]1[CH:48]=[CH:49][C:50]([O:53][C:54]([CH3:57])([CH3:55])[CH3:56])=[CH:51][CH:52]=1)([CH3:64])([CH3:63])[CH3:62], predict the reactants needed to synthesize it. The reactants are: [CH:1]1([C:7]2[N:12]3[N:13]=[CH:14][C:15]([C:16](O)=[O:17])=[C:11]3[N:10]=[CH:9][C:8]=2[C:19]2[CH:24]=[CH:23][C:22]([F:25])=[CH:21][CH:20]=2)[CH2:6][CH2:5][CH2:4][CH2:3][CH2:2]1.C(N(C(C)C)CC)(C)C.CN(C1C=CC=CN=1)C.[NH2:44][C@H:45]([C:58]([O:60][C:61]([CH3:64])([CH3:63])[CH3:62])=[O:59])[CH2:46][C:47]1[CH:52]=[CH:51][C:50]([O:53][C:54]([CH3:57])([CH3:56])[CH3:55])=[CH:49][CH:48]=1.Cl.CN(C(ON1N=NC2C=CC=NC1=2)=[N+](C)C)C.F[P-](F)(F)(F)(F)F. (9) Given the product [C:1]([O:5][C:6]([NH:8][CH2:9][C:10]1[C:11]([C:45]2[CH:50]=[CH:49][C:48]([CH3:51])=[CH:47][CH:46]=2)=[C:12]([CH2:22][C:23]([O:25][CH2:26][C:27]2[CH:28]=[CH:29][C:30]([C:31]([OH:33])=[O:32])=[CH:43][CH:44]=2)=[O:24])[C:13]([CH3:21])=[N:14][C:15]=1[CH2:16][C:17]([CH3:18])([CH3:19])[CH3:20])=[O:7])([CH3:2])([CH3:3])[CH3:4], predict the reactants needed to synthesize it. The reactants are: [C:1]([O:5][C:6]([NH:8][CH2:9][C:10]1[C:11]([C:45]2[CH:50]=[CH:49][C:48]([CH3:51])=[CH:47][CH:46]=2)=[C:12]([CH2:22][C:23]([O:25][CH2:26][C:27]2[CH:44]=[CH:43][C:30]([C:31]([O:33]CC(=O)C3C=CC=CC=3)=[O:32])=[CH:29][CH:28]=2)=[O:24])[C:13]([CH3:21])=[N:14][C:15]=1[CH2:16][C:17]([CH3:20])([CH3:19])[CH3:18])=[O:7])([CH3:4])([CH3:3])[CH3:2].C(O)(=O)C.